Dataset: Catalyst prediction with 721,799 reactions and 888 catalyst types from USPTO. Task: Predict which catalyst facilitates the given reaction. (1) Reactant: S(O)(O)(=O)=O.[NH2:6]O.C([O-])(O)=O.[Na+].[F:13][CH2:14][C:15]([CH2:22][F:23])([CH3:21])[C:16](=[O:20])[CH2:17][C:18]#[N:19].Cl. Product: [F:13][CH2:14][C:15]([C:16]1[O:20][N:19]=[C:18]([NH2:6])[CH:17]=1)([CH3:21])[CH2:22][F:23]. The catalyst class is: 24. (2) Reactant: Cl[C:2]1[CH:11]=[C:10]([C:12]([OH:14])=[O:13])[C:9]2[C:4](=[CH:5][CH:6]=[CH:7][CH:8]=2)[N:3]=1.[CH3:15][O:16][C:17]([C:19]1[CH:24]=[CH:23][C:22](B(O)O)=[CH:21][CH:20]=1)=[O:18].C([O-])([O-])=O.[K+].[K+]. Product: [CH3:15][O:16][C:17]([C:19]1[CH:24]=[CH:23][C:22]([C:2]2[CH:11]=[C:10]([C:12]([OH:14])=[O:13])[C:9]3[C:4](=[CH:5][CH:6]=[CH:7][CH:8]=3)[N:3]=2)=[CH:21][CH:20]=1)=[O:18]. The catalyst class is: 77. (3) Reactant: C([C@H]1C[O:11][C:10](=[O:13])N1C(=O)/C=C/C)C1C=CC=CC=1.[CH2:19]=[CH:20][C:21](=[CH2:23])[CH3:22].[Al](Cl)(CC)CC.[C:30]1(C)[CH:35]=CC=C[CH:31]=1.Cl. Product: [CH3:23][C@H:21]1[CH2:22][C@@H:30]([CH3:35])[CH2:31][CH2:19][C@@H:20]1[C:10]([OH:13])=[O:11]. The catalyst class is: 2. (4) Reactant: [C:1]1(=[O:6])[CH2:5][CH2:4][CH:3]=[CH:2]1.C1(N(C)C2CCCCC2)CCCCC1.Br[C:22]1[C:23]([F:28])=[N:24][CH:25]=[CH:26][CH:27]=1.O1CCOCC1. Product: [F:28][C:23]1[C:22]([C:3]2[CH2:4][CH2:5][C:1](=[O:6])[CH:2]=2)=[CH:27][CH:26]=[CH:25][N:24]=1. The catalyst class is: 6. (5) The catalyst class is: 8. Reactant: [N:1]1[CH:6]=[CH:5][CH:4]=[CH:3][C:2]=1[S:7][CH2:8][CH2:9][NH:10][C:11]([C:13]1[C:17]([NH:18][C:19]([C:21]2[CH:26]=[CH:25][CH:24]=[CH:23][N:22]=2)=[O:20])=[CH:16][N:15](C2CCCCO2)[N:14]=1)=[O:12].O.C1(C)C=CC(S(O)(=O)=O)=CC=1.C(=O)([O-])O.[Na+]. Product: [N:1]1[CH:6]=[CH:5][CH:4]=[CH:3][C:2]=1[S:7][CH2:8][CH2:9][NH:10][C:11]([C:13]1[C:17]([NH:18][C:19]([C:21]2[CH:26]=[CH:25][CH:24]=[CH:23][N:22]=2)=[O:20])=[CH:16][NH:15][N:14]=1)=[O:12]. (6) Reactant: [NH2:1][C@@H:2]1[CH2:6][C@H:5]([O:7][CH2:8][CH2:9][OH:10])[C@@H:4]([OH:11])[C@H:3]1[OH:12].[Cl:13][C:14]1[C:19]([NH2:20])=[C:18](Cl)[N:17]=[C:16]([S:22][CH2:23][CH2:24][CH3:25])[N:15]=1.C(N(CC)CC)C. Product: [NH2:20][C:19]1[C:18]([NH:1][C@@H:2]2[CH2:6][C@H:5]([O:7][CH2:8][CH2:9][OH:10])[C@@H:4]([OH:11])[C@H:3]2[OH:12])=[N:17][C:16]([S:22][CH2:23][CH2:24][CH3:25])=[N:15][C:14]=1[Cl:13]. The catalyst class is: 175.